The task is: Predict the product of the given reaction.. This data is from Forward reaction prediction with 1.9M reactions from USPTO patents (1976-2016). (1) Given the reactants [C:1]([Si:5]([CH3:31])([CH3:30])[O:6][C@@H:7]1[CH2:26][C@@:25]2([CH3:27])[C@@H:18]([CH2:19][CH2:20][C@@H:21]2[C:22](=[O:24])[CH3:23])[C@H:17]2[C@H:8]1[C@:9]1([CH3:29])[C:14]([CH2:15][CH2:16]2)=[CH:13][C:12](=[O:28])[CH2:11][CH2:10]1)([CH3:4])([CH3:3])[CH3:2].ClC1C(=O)C(Cl)=C(Cl)C(=O)C=1Cl, predict the reaction product. The product is: [C:1]([Si:5]([CH3:31])([CH3:30])[O:6][C@@H:7]1[CH2:26][C@@:25]2([CH3:27])[C@@H:18]([CH2:19][CH2:20][C@@H:21]2[C:22](=[O:24])[CH3:23])[C@H:17]2[C@H:8]1[C@:9]1([CH3:29])[C:14]([CH:15]=[CH:16]2)=[CH:13][C:12](=[O:28])[CH2:11][CH2:10]1)([CH3:4])([CH3:3])[CH3:2]. (2) Given the reactants OCC1C=CC(B(O)O)=CC=1.Cl[C:13]1[N:18]=[CH:17][C:16]([O:19][CH2:20][CH2:21][N:22]([CH3:24])[CH3:23])=[CH:15][CH:14]=1.CC1(C)C(C)(C)OB([C:33]2[CH:38]=[CH:37][C:36]([OH:39])=[CH:35][CH:34]=2)O1, predict the reaction product. The product is: [CH3:23][N:22]([CH3:24])[CH2:21][CH2:20][O:19][C:16]1[CH:15]=[CH:14][C:13]([C:33]2[CH:38]=[CH:37][C:36]([OH:39])=[CH:35][CH:34]=2)=[N:18][CH:17]=1. (3) Given the reactants [CH3:1][C:2]1[CH:3]=[C:4]2[C:8](=[CH:9][CH:10]=1)[NH:7][C:6](=[O:11])[CH:5]2[CH2:12][CH2:13][CH2:14][CH2:15]OS(C)(=O)=O.[Cl:21][C:22]1[CH:23]=[C:24]([N:28]2[CH2:33][CH2:32][NH:31][CH2:30][CH2:29]2)[CH:25]=[CH:26][CH:27]=1, predict the reaction product. The product is: [Cl:21][C:22]1[CH:23]=[C:24]([N:28]2[CH2:33][CH2:32][N:31]([CH2:15][CH2:14][CH2:13][CH2:12][CH:5]3[C:4]4[C:8](=[CH:9][CH:10]=[C:2]([CH3:1])[CH:3]=4)[NH:7][C:6]3=[O:11])[CH2:30][CH2:29]2)[CH:25]=[CH:26][CH:27]=1.